From a dataset of Forward reaction prediction with 1.9M reactions from USPTO patents (1976-2016). Predict the product of the given reaction. (1) Given the reactants [F:1][C:2]1([F:39])[C:10]2[C:5](=[CH:6][C:7]([CH2:11][C:12]([NH:14][C@@H:15]([C:23]3[CH:28]=[CH:27][CH:26]=[CH:25][CH:24]=3)[CH2:16][N:17]3[CH2:21][CH2:20][C@H:19]([OH:22])[CH2:18]3)=[O:13])=[CH:8][CH:9]=2)[N:4](CC2C=CC(OC)=CC=2)[C:3]1=[O:38].O, predict the reaction product. The product is: [F:39][C:2]1([F:1])[C:10]2[C:5](=[CH:6][C:7]([CH2:11][C:12]([NH:14][C@@H:15]([C:23]3[CH:28]=[CH:27][CH:26]=[CH:25][CH:24]=3)[CH2:16][N:17]3[CH2:21][CH2:20][C@H:19]([OH:22])[CH2:18]3)=[O:13])=[CH:8][CH:9]=2)[NH:4][C:3]1=[O:38]. (2) Given the reactants [C:1]([OH:26])(=[O:25])[CH2:2][CH2:3][CH2:4][CH2:5][CH2:6][CH2:7][CH2:8][CH2:9][CH2:10][CH2:11][CH2:12][CH2:13][CH2:14][CH2:15][CH2:16][CH2:17][CH2:18][CH2:19][CH2:20][CH2:21][CH2:22]CC.C(O)(=O)CCCCCCCCCCCCCCCCCCC, predict the reaction product. The product is: [C:1]([OH:26])(=[O:25])[CH2:2][CH2:3][CH2:4][CH2:5][CH2:6][CH2:7][CH2:8][CH2:9][CH2:10][CH2:11][CH2:12][CH2:13][CH2:14][CH2:15][CH2:16][CH2:17][CH2:18][CH2:19][CH2:20][CH2:21][CH3:22]. (3) Given the reactants CO[CH2:3][N:4]([CH2:10][C:11]1[CH:16]=[CH:15][CH:14]=[CH:13][CH:12]=1)[CH2:5][Si](C)(C)C.[C:17]1([CH2:23][N:24]2[C:28](=[O:29])[CH:27]=[CH:26][C:25]2=[O:30])[CH:22]=[CH:21][CH:20]=[CH:19][CH:18]=1.C(O)(C(F)(F)F)=O, predict the reaction product. The product is: [C:17]1([CH2:23][N:24]2[C:28](=[O:29])[CH:27]3[CH:26]([CH2:3][N:4]([CH2:10][C:11]4[CH:16]=[CH:15][CH:14]=[CH:13][CH:12]=4)[CH2:5]3)[C:25]2=[O:30])[CH:18]=[CH:19][CH:20]=[CH:21][CH:22]=1.